From a dataset of Forward reaction prediction with 1.9M reactions from USPTO patents (1976-2016). Predict the product of the given reaction. Given the reactants [NH2:1][C:2]1[CH:6]=[CH:5][S:4][CH:3]=1.O.[OH-].[Na+].[CH3:10][C:11](OC(C)=O)=[O:12], predict the reaction product. The product is: [S:4]1[CH:5]=[CH:6][C:2]([NH:1][C:11](=[O:12])[CH3:10])=[CH:3]1.